From a dataset of Peptide-MHC class I binding affinity with 185,985 pairs from IEDB/IMGT. Regression. Given a peptide amino acid sequence and an MHC pseudo amino acid sequence, predict their binding affinity value. This is MHC class I binding data. (1) The peptide sequence is YFTFDLTAL. The MHC is HLA-A02:01 with pseudo-sequence HLA-A02:01. The binding affinity (normalized) is 0.0847. (2) The peptide sequence is FVHFVEALA. The MHC is HLA-A02:02 with pseudo-sequence HLA-A02:02. The binding affinity (normalized) is 0.417. (3) The peptide sequence is FLTSVINRV. The MHC is HLA-B35:01 with pseudo-sequence HLA-B35:01. The binding affinity (normalized) is 0.0895. (4) The peptide sequence is IPQSLDSWATSL. The MHC is H-2-Ld with pseudo-sequence H-2-Ld. The binding affinity (normalized) is 0. (5) The MHC is HLA-A31:01 with pseudo-sequence HLA-A31:01. The binding affinity (normalized) is 0.137. The peptide sequence is AIYVFCISLK. (6) The peptide sequence is QVGIFLICK. The MHC is HLA-A30:01 with pseudo-sequence HLA-A30:01. The binding affinity (normalized) is 0.0847. (7) The peptide sequence is LSDAARLFL. The MHC is HLA-A02:11 with pseudo-sequence HLA-A02:11. The binding affinity (normalized) is 0.0847. (8) The MHC is HLA-A69:01 with pseudo-sequence HLA-A69:01. The peptide sequence is VPPFPRTAF. The binding affinity (normalized) is 0.0847. (9) The peptide sequence is RVGIYFGMK. The MHC is HLA-B51:01 with pseudo-sequence HLA-B51:01. The binding affinity (normalized) is 0.0847.